This data is from NCI-60 drug combinations with 297,098 pairs across 59 cell lines. The task is: Regression. Given two drug SMILES strings and cell line genomic features, predict the synergy score measuring deviation from expected non-interaction effect. (1) Drug 1: C1=CC(=CC=C1CCCC(=O)O)N(CCCl)CCCl. Drug 2: C1=NC2=C(N=C(N=C2N1C3C(C(C(O3)CO)O)O)F)N. Cell line: KM12. Synergy scores: CSS=2.41, Synergy_ZIP=3.99, Synergy_Bliss=-6.29, Synergy_Loewe=-5.18, Synergy_HSA=-4.77. (2) Drug 2: CC1C(C(=O)NC(C(=O)N2CCCC2C(=O)N(CC(=O)N(C(C(=O)O1)C(C)C)C)C)C(C)C)NC(=O)C3=C4C(=C(C=C3)C)OC5=C(C(=O)C(=C(C5=N4)C(=O)NC6C(OC(=O)C(N(C(=O)CN(C(=O)C7CCCN7C(=O)C(NC6=O)C(C)C)C)C)C(C)C)C)N)C. Drug 1: C1=CC(=CC=C1CCC2=CNC3=C2C(=O)NC(=N3)N)C(=O)NC(CCC(=O)O)C(=O)O. Synergy scores: CSS=14.3, Synergy_ZIP=-5.35, Synergy_Bliss=-0.475, Synergy_Loewe=-1.17, Synergy_HSA=-0.880. Cell line: DU-145. (3) Drug 1: CC1C(C(CC(O1)OC2CC(OC(C2O)C)OC3=CC4=CC5=C(C(=O)C(C(C5)C(C(=O)C(C(C)O)O)OC)OC6CC(C(C(O6)C)O)OC7CC(C(C(O7)C)O)OC8CC(C(C(O8)C)O)(C)O)C(=C4C(=C3C)O)O)O)O. Drug 2: CCCCCOC(=O)NC1=NC(=O)N(C=C1F)C2C(C(C(O2)C)O)O. Cell line: OVCAR3. Synergy scores: CSS=52.0, Synergy_ZIP=1.60, Synergy_Bliss=4.04, Synergy_Loewe=-39.2, Synergy_HSA=2.16. (4) Drug 2: CC1=C(C(=CC=C1)Cl)NC(=O)C2=CN=C(S2)NC3=CC(=NC(=N3)C)N4CCN(CC4)CCO. Drug 1: CS(=O)(=O)C1=CC(=C(C=C1)C(=O)NC2=CC(=C(C=C2)Cl)C3=CC=CC=N3)Cl. Cell line: OVCAR-8. Synergy scores: CSS=11.6, Synergy_ZIP=1.27, Synergy_Bliss=3.81, Synergy_Loewe=2.45, Synergy_HSA=3.90. (5) Drug 1: CC1=C(C(=O)C2=C(C1=O)N3CC4C(C3(C2COC(=O)N)OC)N4)N. Drug 2: C1CCC(C(C1)N)N.C(=O)(C(=O)[O-])[O-].[Pt+4]. Cell line: RPMI-8226. Synergy scores: CSS=29.8, Synergy_ZIP=-8.76, Synergy_Bliss=-18.2, Synergy_Loewe=-25.0, Synergy_HSA=-18.0. (6) Drug 2: C1=CC(=C2C(=C1NCCNCCO)C(=O)C3=C(C=CC(=C3C2=O)O)O)NCCNCCO. Cell line: HCC-2998. Synergy scores: CSS=24.9, Synergy_ZIP=-2.64, Synergy_Bliss=0.315, Synergy_Loewe=-29.8, Synergy_HSA=-0.0942. Drug 1: C1CC(=O)NC(=O)C1N2CC3=C(C2=O)C=CC=C3N. (7) Drug 1: C1=CC(=CC=C1C#N)C(C2=CC=C(C=C2)C#N)N3C=NC=N3. Synergy scores: CSS=3.89, Synergy_ZIP=-1.17, Synergy_Bliss=-0.807, Synergy_Loewe=0.677, Synergy_HSA=-3.12. Cell line: DU-145. Drug 2: C(CN)CNCCSP(=O)(O)O. (8) Drug 1: CC1=C(C=C(C=C1)NC2=NC=CC(=N2)N(C)C3=CC4=NN(C(=C4C=C3)C)C)S(=O)(=O)N.Cl. Synergy scores: CSS=58.2, Synergy_ZIP=-0.284, Synergy_Bliss=-5.15, Synergy_Loewe=-10.2, Synergy_HSA=-8.37. Cell line: COLO 205. Drug 2: C1=C(C(=O)NC(=O)N1)F. (9) Drug 1: CN1C2=C(C=C(C=C2)N(CCCl)CCCl)N=C1CCCC(=O)O.Cl. Drug 2: C1=NC2=C(N1)C(=S)N=CN2. Cell line: DU-145. Synergy scores: CSS=16.8, Synergy_ZIP=13.9, Synergy_Bliss=10.1, Synergy_Loewe=-16.1, Synergy_HSA=4.54. (10) Drug 1: C1CNP(=O)(OC1)N(CCCl)CCCl. Drug 2: CC1CC(C(C(C=C(C(C(C=CC=C(C(=O)NC2=CC(=O)C(=C(C1)C2=O)OC)C)OC)OC(=O)N)C)C)O)OC. Cell line: NCIH23. Synergy scores: CSS=49.6, Synergy_ZIP=4.45, Synergy_Bliss=2.35, Synergy_Loewe=-26.2, Synergy_HSA=1.95.